Predict the reactants needed to synthesize the given product. From a dataset of Full USPTO retrosynthesis dataset with 1.9M reactions from patents (1976-2016). (1) Given the product [Br:1][C:2]1[C:7]([CH3:8])=[CH:6][C:5]([O:9][CH3:10])=[CH:4][C:3]=1[C:11]([OH:13])=[O:12], predict the reactants needed to synthesize it. The reactants are: [Br:1][C:2]1[C:7]([CH3:8])=[CH:6][C:5]([O:9][CH3:10])=[CH:4][C:3]=1[CH2:11][OH:12].[O-:13][Mn](=O)(=O)=O.[K+].OS([O-])=O.[Na+].[NH4+].[OH-]. (2) Given the product [N+:1]([C:4]1[CH:10]=[C:9]([N+:11]([O-:13])=[O:12])[CH:8]=[C:7]([CH2:15][CH3:16])[C:5]=1[NH2:6])([O-:3])=[O:2], predict the reactants needed to synthesize it. The reactants are: [N+:1]([C:4]1[CH:10]=[C:9]([N+:11]([O-:13])=[O:12])[CH:8]=[C:7](Br)[C:5]=1[NH2:6])([O-:3])=[O:2].[CH2:15]([Sn](CC)(CC)CC)[CH3:16].